This data is from Catalyst prediction with 721,799 reactions and 888 catalyst types from USPTO. The task is: Predict which catalyst facilitates the given reaction. (1) Reactant: [N:1]1([C@H:7]2[CH2:10][C@H:9]([O:11][C:12]3[CH:17]=[CH:16][C:15]([C:18]4[S:19][C:20]5[CH2:21][NH:22][CH2:23][CH2:24][C:25]=5[N:26]=4)=[CH:14][CH:13]=3)[CH2:8]2)[CH2:6][CH2:5][CH2:4][CH2:3][CH2:2]1.C[Si]([N:31]=[C:32]=[O:33])(C)C. Product: [N:1]1([C@H:7]2[CH2:8][C@H:9]([O:11][C:12]3[CH:13]=[CH:14][C:15]([C:18]4[S:19][C:20]5[CH2:21][N:22]([C:32]([NH2:31])=[O:33])[CH2:23][CH2:24][C:25]=5[N:26]=4)=[CH:16][CH:17]=3)[CH2:10]2)[CH2:6][CH2:5][CH2:4][CH2:3][CH2:2]1. The catalyst class is: 4. (2) Reactant: [C:1]([O:5][C:6]([N:8]1[CH2:11][CH:10]([CH2:12][N:13]2[C:21]3[C:16](=[CH:17][CH:18]=[C:19]([F:22])[CH:20]=3)[C:15]([C:23]3[N:24]=[C:25]4[C:31]([C:32](O)=[O:33])=[CH:30][N:29]([CH2:35][O:36][CH2:37][CH2:38][Si:39]([CH3:42])([CH3:41])[CH3:40])[C:26]4=[N:27][CH:28]=3)=[N:14]2)[CH2:9]1)=[O:7])([CH3:4])([CH3:3])[CH3:2].[CH3:43][C:44]([NH2:47])([CH3:46])[CH3:45].CN(C(ON1N=NC2C=CC=NC1=2)=[N+](C)C)C.F[P-](F)(F)(F)(F)F.C(NC(C)C)(C)C. Product: [C:44]([NH:47][C:32]([C:31]1[C:25]2[C:26](=[N:27][CH:28]=[C:23]([C:15]3[C:16]4[C:21](=[CH:20][C:19]([F:22])=[CH:18][CH:17]=4)[N:13]([CH2:12][CH:10]4[CH2:11][N:8]([C:6]([O:5][C:1]([CH3:3])([CH3:4])[CH3:2])=[O:7])[CH2:9]4)[N:14]=3)[N:24]=2)[N:29]([CH2:35][O:36][CH2:37][CH2:38][Si:39]([CH3:40])([CH3:41])[CH3:42])[CH:30]=1)=[O:33])([CH3:46])([CH3:45])[CH3:43]. The catalyst class is: 9. (3) Reactant: [C:1]([C:5]1[CH:6]=[C:7]([CH:12]=[C:13]([CH:15]=[O:16])[CH:14]=1)[C:8]([O:10]C)=[O:9])([CH3:4])([CH3:3])[CH3:2].O.[OH-].[Li+].Cl. Product: [C:1]([C:5]1[CH:6]=[C:7]([CH:12]=[C:13]([CH:15]=[O:16])[CH:14]=1)[C:8]([OH:10])=[O:9])([CH3:4])([CH3:2])[CH3:3]. The catalyst class is: 6. (4) Reactant: [O:1]1[CH:5]=[CH:4][CH:3]=[C:2]1[C:6]1[N:14]=[C:13]2[N:8]([C:9](=[O:28])[NH:10][CH:11]=[C:12]2[CH2:15][N:16]2[CH2:21][CH2:20][N:19]([C:22]3[CH:27]=[CH:26][CH:25]=[CH:24][CH:23]=3)[CH2:18][CH2:17]2)[N:7]=1.CO.[C:31]1(P(C2C=CC=CC=2)C2C=CC=CC=2)C=CC=CC=1.N(C(OCC)=O)=NC(OCC)=O. Product: [O:1]1[CH:5]=[CH:4][CH:3]=[C:2]1[C:6]1[N:14]=[C:13]2[N:8]([C:9](=[O:28])[N:10]([CH3:31])[CH:11]=[C:12]2[CH2:15][N:16]2[CH2:17][CH2:18][N:19]([C:22]3[CH:27]=[CH:26][CH:25]=[CH:24][CH:23]=3)[CH2:20][CH2:21]2)[N:7]=1. The catalyst class is: 1. (5) Reactant: N[C:2]1[CH:3]=[C:4]([OH:11])[C:5](=[CH:9][CH:10]=1)[C:6]([OH:8])=[O:7].C(O)(=O)C.N([O-])=O.[Na+].[I-:20].[K+]. Product: [OH:11][C:4]1[CH:3]=[C:2]([I:20])[CH:10]=[CH:9][C:5]=1[C:6]([OH:8])=[O:7]. The catalyst class is: 6.